From a dataset of Full USPTO retrosynthesis dataset with 1.9M reactions from patents (1976-2016). Predict the reactants needed to synthesize the given product. Given the product [CH3:7][N:8]([CH2:24][CH:25]([CH3:27])[CH3:26])[C:9]([N:11]([CH:18]1[CH2:23][CH2:22][CH2:21][CH2:20][CH2:19]1)[CH:12]1[CH2:17][CH2:16][CH2:15][CH2:14][CH2:13]1)=[NH:28], predict the reactants needed to synthesize it. The reactants are: C(Cl)(=O)C(Cl)=O.[CH3:7][N:8]([CH2:24][CH:25]([CH3:27])[CH3:26])[C:9]([N:11]([CH:18]1[CH2:23][CH2:22][CH2:21][CH2:20][CH2:19]1)[CH:12]1[CH2:17][CH2:16][CH2:15][CH2:14][CH2:13]1)=O.[NH3:28].CO.